From a dataset of Reaction yield outcomes from USPTO patents with 853,638 reactions. Predict the reaction yield, written as a fraction of the theoretical maximum amount of product (1.0 means a 100% yield; for example, 0.34 means a 34% yield). (1) The reactants are [Br:1]N1C(=O)CCC1=O.[CH3:9][O:10][C:11]1[CH:16]=[CH:15][CH:14]=[C:13]([N+:17]([O-:19])=[O:18])[C:12]=1[CH3:20].O. The catalyst is C(Cl)(Cl)(Cl)Cl.C(OOC(=O)C1C=CC=CC=1)(=O)C1C=CC=CC=1. The product is [Br:1][CH2:20][C:12]1[C:13]([N+:17]([O-:19])=[O:18])=[CH:14][CH:15]=[CH:16][C:11]=1[O:10][CH3:9]. The yield is 0.860. (2) The reactants are O.O.O.O.O.O.C(O[O-])(=O)C1C(=CC=CC=1)C([O-])=[O:11].[Mg+2].[F:21][C:22]1[CH:27]=[CH:26][C:25]([C@H:28]([NH:30][C:31]([C@H:33]2[CH2:38][CH2:37][C@H:36]([NH:39][S:40]([C:43]3[CH:48]=[CH:47][C:46]([C:49]4[CH:54]=[CH:53][N:52]=[CH:51][CH:50]=4)=[CH:45][CH:44]=3)(=[O:42])=[O:41])[CH2:35][CH2:34]2)=[O:32])[CH3:29])=[CH:24][CH:23]=1. The catalyst is CO.C(Cl)Cl. The product is [F:21][C:22]1[CH:27]=[CH:26][C:25]([C@H:28]([NH:30][C:31]([C@H:33]2[CH2:34][CH2:35][C@H:36]([NH:39][S:40]([C:43]3[CH:44]=[CH:45][C:46]([C:49]4[CH:54]=[CH:53][N+:52]([O-:11])=[CH:51][CH:50]=4)=[CH:47][CH:48]=3)(=[O:41])=[O:42])[CH2:37][CH2:38]2)=[O:32])[CH3:29])=[CH:24][CH:23]=1. The yield is 0.210. (3) The reactants are [NH2:1][C@H:2]([C:4]1[N:9]([C:10]2[CH:15]=[CH:14][CH:13]=[CH:12][CH:11]=2)[C:8](=[O:16])[C:7]2=[C:17]([CH3:20])[CH:18]=[CH:19][N:6]2[N:5]=1)[CH3:3].[Br:21][C:22]1[C:23]([NH2:29])=[N:24][CH:25]=[N:26][C:27]=1Cl.[F-].[Cs+].C(N(CC)C(C)C)(C)C. No catalyst specified. The product is [NH2:29][C:23]1[N:24]=[CH:25][N:26]=[C:27]([NH:1][C@H:2]([C:4]2[N:9]([C:10]3[CH:15]=[CH:14][CH:13]=[CH:12][CH:11]=3)[C:8](=[O:16])[C:7]3=[C:17]([CH3:20])[CH:18]=[CH:19][N:6]3[N:5]=2)[CH3:3])[C:22]=1[Br:21]. The yield is 0.600. (4) The catalyst is COCCOC. The reactants are O1[C:5]2([CH2:9][CH2:8][N:7]([C@H:10]3[CH2:15][CH2:14][CH2:13][CH2:12][C@@H:11]3[O:16][CH2:17][CH2:18][C:19]3[C:24]([Cl:25])=[CH:23][CH:22]=[CH:21][C:20]=3[Cl:26])[CH2:6]2)[O:4]CC1.S([O-])(=O)(=O)C.O. The yield is 0.700. The product is [ClH:25].[O:4]=[C:5]1[CH2:9][CH2:8][N:7]([C@H:10]2[CH2:15][CH2:14][CH2:13][CH2:12][C@@H:11]2[O:16][CH2:17][CH2:18][C:19]2[C:24]([Cl:25])=[CH:23][CH:22]=[CH:21][C:20]=2[Cl:26])[CH2:6]1.